This data is from NCI-60 drug combinations with 297,098 pairs across 59 cell lines. The task is: Regression. Given two drug SMILES strings and cell line genomic features, predict the synergy score measuring deviation from expected non-interaction effect. (1) Drug 1: CN1CCC(CC1)COC2=C(C=C3C(=C2)N=CN=C3NC4=C(C=C(C=C4)Br)F)OC. Drug 2: CCC(=C(C1=CC=CC=C1)C2=CC=C(C=C2)OCCN(C)C)C3=CC=CC=C3.C(C(=O)O)C(CC(=O)O)(C(=O)O)O. Cell line: HOP-92. Synergy scores: CSS=20.3, Synergy_ZIP=-0.869, Synergy_Bliss=3.57, Synergy_Loewe=2.16, Synergy_HSA=4.14. (2) Drug 1: CC12CCC(CC1=CCC3C2CCC4(C3CC=C4C5=CN=CC=C5)C)O. Drug 2: C1CCN(CC1)CCOC2=CC=C(C=C2)C(=O)C3=C(SC4=C3C=CC(=C4)O)C5=CC=C(C=C5)O. Cell line: SW-620. Synergy scores: CSS=-2.38, Synergy_ZIP=1.05, Synergy_Bliss=1.11, Synergy_Loewe=-2.27, Synergy_HSA=-1.87. (3) Synergy scores: CSS=33.0, Synergy_ZIP=-17.1, Synergy_Bliss=-10.3, Synergy_Loewe=-1.91, Synergy_HSA=-0.491. Cell line: CAKI-1. Drug 2: CC1CCC2CC(C(=CC=CC=CC(CC(C(=O)C(C(C(=CC(C(=O)CC(OC(=O)C3CCCCN3C(=O)C(=O)C1(O2)O)C(C)CC4CCC(C(C4)OC)OCCO)C)C)O)OC)C)C)C)OC. Drug 1: CC(CN1CC(=O)NC(=O)C1)N2CC(=O)NC(=O)C2. (4) Drug 1: C1=CC(=C2C(=C1NCCNCCO)C(=O)C3=C(C=CC(=C3C2=O)O)O)NCCNCCO. Drug 2: C1CN1P(=S)(N2CC2)N3CC3. Cell line: DU-145. Synergy scores: CSS=76.1, Synergy_ZIP=-7.71, Synergy_Bliss=-3.27, Synergy_Loewe=-4.31, Synergy_HSA=-0.675. (5) Drug 2: COCCOC1=C(C=C2C(=C1)C(=NC=N2)NC3=CC=CC(=C3)C#C)OCCOC.Cl. Synergy scores: CSS=1.73, Synergy_ZIP=-4.68, Synergy_Bliss=-6.31, Synergy_Loewe=-4.71, Synergy_HSA=-3.98. Cell line: SF-539. Drug 1: CS(=O)(=O)OCCCCOS(=O)(=O)C.